From a dataset of Full USPTO retrosynthesis dataset with 1.9M reactions from patents (1976-2016). Predict the reactants needed to synthesize the given product. Given the product [Cl:15][C:16]1[CH:24]=[CH:23][C:19]([C:20]([N:5]2[C:14]3[C:9](=[CH:10][CH:11]=[CH:12][CH:13]=3)[CH:8]=[CH:7][CH:6]2[CH:1]=[CH2:2])=[O:21])=[CH:18][CH:17]=1, predict the reactants needed to synthesize it. The reactants are: [CH:1]([Mg]Br)=[CH2:2].[N:5]1[C:14]2[C:9](=[CH:10][CH:11]=[CH:12][CH:13]=2)[CH:8]=[CH:7][CH:6]=1.[Cl:15][C:16]1[CH:24]=[CH:23][C:19]([C:20](Cl)=[O:21])=[CH:18][CH:17]=1.